From a dataset of Catalyst prediction with 721,799 reactions and 888 catalyst types from USPTO. Predict which catalyst facilitates the given reaction. Reactant: C(O[C:6]1[CH:14]=C[C:9]([C:10]([OH:12])=[O:11])=[CH:8][CH:7]=1)CCC.CN(C)[CH2:17][CH2:18]N(C)C.[CH:23]([Li])([CH2:25][CH3:26])[CH3:24].CI.C1C[O:33]CC1. Product: [CH2:24]([O:33][C:14]1[C:17]([CH3:18])=[C:9]([CH:8]=[CH:7][CH:6]=1)[C:10]([OH:12])=[O:11])[CH2:23][CH2:25][CH3:26]. The catalyst class is: 6.